This data is from Experimentally validated miRNA-target interactions with 360,000+ pairs, plus equal number of negative samples. The task is: Binary Classification. Given a miRNA mature sequence and a target amino acid sequence, predict their likelihood of interaction. (1) The miRNA is hsa-miR-6894-3p with sequence UUGCCUGCCCUCUUCCUCCAG. The protein sequence of the target gene is MACLLETPIRMSVLSEVTASSRHYVDRLFDPDPQKVLQGVIDMKNAVIGNNKQKANLIVLGAVPRLLYLLQQETSSTELKTECAVVLGSLAMGTENNVKSLLDCHIIPALLQGLLSPDLKFIEACLRCLRTIFTSPVTPEELLYTDATVIPHLMALLSRSRYTQEYICQIFSHCCKGPDHQTILFNHGAVQNIAHLLTSPSYKVRMQALKCFSVLAFENPQVSMTLVNVLVDGELLPQIFVKMLQRDKPIEMQLTSAKCLTYMCRAGAIRTDDSCIVLKTLPCLVRMCSKERLLEERVEG.... Result: 0 (no interaction). (2) The miRNA is mmu-miR-3969 with sequence CCCUAAAGUAGAAAUCACUA. The protein sequence of the target gene is MATAMYLEHYLDSIENLPCELQRNFQLMRELDQRTEDKKAEIDILAAEYISTVKTLSPDQRVERLQKIQNAYSKCKEYSDDKVQLAMQTYEMVDKHIRRLDADLARFEADLKDKMEGSDFESSGGRGLKKGRGQKEKRGSRGRGRRTSEEDTPKKKKHKGGSEFTDTILSVHPSDVLDMPVDPNEPTYCLCHQVSYGEMIGCDNPDCPIEWFHFACVDLTTKPKGKWFCPRCVQEKRKKK. Result: 0 (no interaction). (3) The miRNA is gga-miR-124a-3p with sequence UUAAGGCACGCGGUGAAUGCCA. The protein sequence of the target gene is MVGTMPLCGRRAILEDSKADGTEAQPLVPTGCLMVLLHWPGPEGGEPWVTFSQTSLTAEEVCIHIAHKVGITPPCLNLFALYNAQAKVWLPPNHILDTSQDMNLYFRMRFYFRNWHGMNPQEPAVYRCGFPGAETSSDRAEQGVQLLDSASFEYLFEQGKHEFMNDVVSLRDLSSEEEIHHFKNESLGMAFLHLCHLALSRGVPLEEMAREISFKNCIPHSFRQHIRQHNVLTRLRLHRVFRRFLRAFRPGHLSQQVVMVKYLATLERLAPRFGSERIPVCHLEVLAQPERDPCYIQNSG.... Result: 0 (no interaction). (4) The miRNA is hsa-miR-6743-5p with sequence AAGGGGCAGGGACGGGUGGCCC. The protein sequence of the target gene is MGEKMAEEERFPNTTHEGFNVTLHTTLVVTTKLVLPTPGKPILPVQTGEQAQQEEQSSGMTIFFSLLVLAICIILVHLLIRYRLHFLPESVAVVSLGILMGAVIKIIEFKKLANWKEEEMFRPNMFFLLLLPPIIFESGYSLHKGNFFQNIGSITLFAVFGTAISAFVVGGGIYFLGQADVISKLNMTDSFAFGSLISAVDPVATIAIFNALHVDPVLNMLVFGESILNDAVSIVLTNTAEGLTRKNMSDVSGWQTFLQALDYFLKMFFGSAALGTLTGLISALVLKHIDLRKTPSLEFG.... Result: 0 (no interaction). (5) The miRNA is hsa-miR-1470 with sequence GCCCUCCGCCCGUGCACCCCG. The protein sequence of the target gene is MVDDKEKNMKCLTFFLMLPETVKNRSKKSSKKANTSSSSSNSSKLPPVCYEIITLKTKKKKMAADIFPRKKPANSSSTSVQQYHQQNLSNNNLIPAPNWQGLYPTIRERNAMMFNNDLMADVHFVVGPPGGTQRLPGHKYVLAVGSSVFHAMFYGELAEDKDEIRIPDVEPAAFLAMLKYIYCDEIDLAADTVLATLYAAKKYIVPHLARACVNFLETSLSAKNACVLLSQSCLFEEPDLTQRCWEVIDAQAELALKSEGFCDIDFQTLESILRRETLNAKEIVVFEAALNWAEVECQRQ.... Result: 1 (interaction). (6) The miRNA is hsa-miR-6720-5p with sequence UUCCAGCCCUGGUAGGCGCCGCG. The protein sequence of the target gene is MAYHGLTVPLIVMSVFWGFVGLLVPWFIPKGPNRGVIITMLVTCSVCCYLFWLIAILAQLNPLFGPQLKNETIWYLKYHWP. Result: 0 (no interaction). (7) The miRNA is hsa-miR-185-5p with sequence UGGAGAGAAAGGCAGUUCCUGA. The protein sequence of the target gene is MLLLHRAVVLRLQQACRLKSIPSRICIQACSTNDSFQPQRPSLTFSGDNSSTQGWRVMGTLLGLGAVLAYQDHRCRAAQESTHIYTKEEVSSHTSPETGIWVTLGSEVFDVTEFVDLHPGGPSKLMLAAGGPLEPFWALYAVHNQSHVRELLAQYKIGELNPEDKVAPTVETSDPYADDPVRHPALKVNSQRPFNAEPPPELLTENYITPNPIFFTRNHLPVPNLDPDTYRLHVVGAPGGQSLSLSLDDLHNFPRYEITVTLQCAGNRRSEMTQVKEVKGLEWRTGAISTARWAGARLCD.... Result: 1 (interaction). (8) The miRNA is hsa-miR-6766-3p with sequence UGAUUGUCUUCCCCCACCCUCA. The protein sequence of the target gene is MAEYLASIFGTEKDKVNCSFYFKIGVCRHGDRCSRLHNKPTFSQTIVLLNLYRNPQNTAQTADGSHCHVSDVEVQEHYDSFFEEVFTELQEKYGEIEEMNVCDNLGDHLVGNVYVKFRREEDGERAVAELSNRWFNGQAVHGELSPVTDFRESCCRQYEMGECTRGGFCNFMHLRPISQNLQRQLYGRGPRRRSPPRFHTGHHPRERNHRCSPDHWHGRF. Result: 0 (no interaction). (9) The miRNA is hsa-miR-5587-5p with sequence AUGGUCACCUCCGGGACU. The protein sequence of the target gene is MAGLSRGSARALLAALLASTLLALLVSPARGRGGRDHGDWDEASRLPPLPPREDAARVARFVTHVSDWGALATISTLEAVRGRPFADVLSLSDGPPGAGSGVPYFYLSPLQLSVSNLQENPYATLTMTLAQTNFCKKHGFDPQSPLCVHIMLSGTVTKVNETEMDIAKHSLFIRHPEMKTWPSSHNWFFAKLNITNIWVLDYFGGPKIVTPEEYYNVTVQ. Result: 0 (no interaction). (10) The miRNA is hsa-miR-3124-3p with sequence ACUUUCCUCACUCCCGUGAAGU. The protein sequence of the target gene is MAAAAYEHLKLHITPEKFYVEACDDGADDVLIIDRVSTEVTLAVKKDVPPSAVTRPIFGILGTIHLVAGNYLVVITKKMKVGECFNHAVWRATDFDVLSYKKTMLHLTDIQLQDNKTFLAMLNHVLSMDGFYFSTTYDLTHTLQRLSNTSPEFQEMSLLERADQRFVWNGHLLRELSAQPEVHRFALPVLHGFITMHSCSINGKYFDWILISRRSCFRAGVRYYVRGIDSEGHAANFVETEQIVHYSGNRASFVQTRGSIPIFWSQRPNLKYKPHPQISKVANHMDGFQRHFDSQVIIYG.... Result: 0 (no interaction).